Dataset: Full USPTO retrosynthesis dataset with 1.9M reactions from patents (1976-2016). Task: Predict the reactants needed to synthesize the given product. (1) Given the product [CH:15]1[C:25]2[CH:24]=[CH:23][C:22]3[CH:26]=[CH:27][CH:28]=[CH:29][C:21]=3[C:20](=[C:30]3[CH2:31][CH2:32][N:33]([C:11](=[O:13])[CH2:10][NH:9][C:7](=[O:8])[O:6][C:3]([CH2:1][CH3:2])([CH3:14])[CH2:4][CH3:5])[CH2:34][CH2:35]3)[C:19]=2[CH:18]=[CH:17][CH:16]=1, predict the reactants needed to synthesize it. The reactants are: [CH2:1]([C:3]([CH3:14])([O:6][C:7]([NH:9][CH2:10][C:11]([OH:13])=O)=[O:8])[CH2:4][CH3:5])[CH3:2].[CH:15]1[C:25]2[CH:24]=[CH:23][C:22]3[CH:26]=[CH:27][CH:28]=[CH:29][C:21]=3[C:20](=[C:30]3[CH2:35][CH2:34][NH:33][CH2:32][CH2:31]3)[C:19]=2[CH:18]=[CH:17][CH:16]=1.Cl.C(N=C=NCCCN(C)C)C.C(N(CC)CC)C.CN(C1C=CC=CN=1)C. (2) The reactants are: C[Al](C)C.[CH:5]([NH2:8])([CH3:7])[CH3:6].C[O:10][C:11]([C:13]1[O:17][N:16]=[C:15]([O:18][CH2:19][C:20]2[C:21]([C:27]3[CH:32]=[CH:31][C:30]([F:33])=[CH:29][CH:28]=3)=[N:22][O:23][C:24]=2[CH2:25][OH:26])[CH:14]=1)=O. Given the product [CH:5]([NH:8][C:11]([C:13]1[O:17][N:16]=[C:15]([O:18][CH2:19][C:20]2[C:21]([C:27]3[CH:32]=[CH:31][C:30]([F:33])=[CH:29][CH:28]=3)=[N:22][O:23][C:24]=2[CH2:25][OH:26])[CH:14]=1)=[O:10])([CH3:7])[CH3:6], predict the reactants needed to synthesize it. (3) Given the product [Cl:3][C:4]1[CH:10]=[CH:9][C:8]([N+:11]([O-:13])=[O:12])=[CH:7][C:5]=1[NH:6][CH3:15], predict the reactants needed to synthesize it. The reactants are: [H-].[Na+].[Cl:3][C:4]1[CH:10]=[CH:9][C:8]([N+:11]([O-:13])=[O:12])=[CH:7][C:5]=1[NH2:6].I[CH3:15]. (4) Given the product [Cl:1][C:2]1[N:3]([C:11]2[C:16]([F:17])=[CH:15][C:14]([F:18])=[CH:13][C:12]=2[Cl:19])[C:4]([C:8]([N:29]([O:28][CH3:27])[CH3:30])=[O:10])=[C:5]([CH3:7])[N:6]=1, predict the reactants needed to synthesize it. The reactants are: [Cl:1][C:2]1[N:3]([C:11]2[C:16]([F:17])=[CH:15][C:14]([F:18])=[CH:13][C:12]=2[Cl:19])[C:4]([C:8]([OH:10])=O)=[C:5]([CH3:7])[N:6]=1.C(Cl)(=O)C(Cl)=O.Cl.[CH3:27][O:28][NH:29][CH3:30].C(=O)([O-])[O-].[Na+].[Na+]. (5) Given the product [CH2:5]([O:4][C:1]([CH2:2][C:16]1([OH:15])[CH2:17][CH2:18][N:19]([C:22]([O:24][CH2:25][C:26]2[CH:31]=[CH:30][CH:29]=[CH:28][CH:27]=2)=[O:23])[CH2:20][CH2:21]1)=[O:3])[CH3:6], predict the reactants needed to synthesize it. The reactants are: [C:1]([O:4][CH2:5][CH3:6])(=[O:3])[CH3:2].C([N-]C(C)C)(C)C.[Li+].[O:15]=[C:16]1[CH2:21][CH2:20][N:19]([C:22]([O:24][CH2:25][C:26]2[CH:31]=[CH:30][CH:29]=[CH:28][CH:27]=2)=[O:23])[CH2:18][CH2:17]1.[Cl-].[NH4+].